Dataset: Forward reaction prediction with 1.9M reactions from USPTO patents (1976-2016). Task: Predict the product of the given reaction. (1) Given the reactants [Si:1]([O:8][CH2:9][C:10]1[CH:11]=[C:12]([C@@H:17]([OH:61])[CH2:18][NH:19][CH2:20][CH2:21][CH2:22][CH2:23][CH2:24][CH2:25][NH:26][C:27]([C:29]2[CH:30]=[C:31]([S:35]([C:38]3[CH:39]=[C:40]4[C:45](=[C:46]([CH3:48])[CH:47]=3)[N:44]=[CH:43][C:42]([C:49]([NH2:51])=[O:50])=[C:41]4[NH:52][C:53]3[CH:58]=[CH:57][CH:56]=[C:55]([O:59][CH3:60])[CH:54]=3)(=[O:37])=[O:36])[CH:32]=[CH:33][CH:34]=2)=[O:28])[CH:13]=[CH:14][C:15]=1[OH:16])([C:4]([CH3:7])([CH3:6])[CH3:5])([CH3:3])[CH3:2].[CH3:62]OC1C=C(NC2C3C(=C(C)C=C(S(C4C=CC=C(C(=O)N(C)CCCCCC=O)C=4)(=O)=O)C=3)N=CC=2C(N)=O)C=CC=1, predict the reaction product. The product is: [Si:1]([O:8][CH2:9][C:10]1[CH:11]=[C:12]([C@@H:17]([OH:61])[CH2:18][NH:19][CH2:20][CH2:21][CH2:22][CH2:23][CH2:24][CH2:25][N:26]([CH3:62])[C:27]([C:29]2[CH:30]=[C:31]([S:35]([C:38]3[CH:39]=[C:40]4[C:45](=[C:46]([CH3:48])[CH:47]=3)[N:44]=[CH:43][C:42]([C:49]([NH2:51])=[O:50])=[C:41]4[NH:52][C:53]3[CH:58]=[CH:57][CH:56]=[C:55]([O:59][CH3:60])[CH:54]=3)(=[O:37])=[O:36])[CH:32]=[CH:33][CH:34]=2)=[O:28])[CH:13]=[CH:14][C:15]=1[OH:16])([C:4]([CH3:7])([CH3:6])[CH3:5])([CH3:2])[CH3:3]. (2) Given the reactants [F:1][C:2]1[C:11]([F:12])=[C:10]2[C:5]([CH:6]=[CH:7][CH:8]([CH2:13][CH2:14][CH2:15][CH2:16][CH3:17])[O:9]2)=[C:4]2[CH:18]=[C:19]([CH3:21])[O:20][C:3]=12, predict the reaction product. The product is: [F:1][C:2]1[C:11]([F:12])=[C:10]2[C:5]([CH2:6][CH2:7][CH:8]([CH2:13][CH2:14][CH2:15][CH2:16][CH3:17])[O:9]2)=[C:4]2[CH:18]=[C:19]([CH3:21])[O:20][C:3]=12. (3) The product is: [CH3:10][O:25][CH:24]([C:23]1[CH:26]=[CH:27][CH:28]=[CH:29][C:22]=1[C:21]#[C:20][C:14]1[CH:15]=[CH:16][CH:17]=[CH:18][CH:19]=1)[C:2]#[C:1][C:3]1[CH:8]=[CH:7][CH:6]=[CH:5][CH:4]=1. Given the reactants [C:1]([C:3]1[CH:8]=[CH:7][CH:6]=[CH:5][CH:4]=1)#[CH:2].[Li][CH2:10]CCC.[C:14]1([C:20]#[C:21][C:22]2[CH:29]=[CH:28][CH:27]=[CH:26][C:23]=2[CH:24]=[O:25])[CH:19]=[CH:18][CH:17]=[CH:16][CH:15]=1.IC, predict the reaction product. (4) Given the reactants NC1C2C3C=CC=CC=3SC=2NC2C=C(F)C=CC=2N=1.[ClH:21].FC1C=CC2N=[C:28]([N:39]3[CH2:44][CH2:43][N:42](CCC)[CH2:41][CH2:40]3)[C:29]3C4C=CC=CC=4S[C:30]=3NC=2C=1, predict the reaction product. The product is: [ClH:21].[CH2:28]([N:39]1[CH2:44][CH2:43][NH:42][CH2:41][CH2:40]1)[CH2:29][CH3:30]. (5) Given the reactants [Br:1][C:2]1[CH:7]=[CH:6][C:5]([C:8]2[CH2:9][CH2:10][CH2:11][CH2:12][N:13]=2)=[CH:4][CH:3]=1.[F:14][C:15]([F:21])([F:20])S(O)(=O)=O.F.[K].C[Si](C)(C)C(F)(F)F, predict the reaction product. The product is: [Br:1][C:2]1[CH:3]=[CH:4][C:5]([C:8]2([C:15]([F:21])([F:20])[F:14])[CH2:9][CH2:10][CH2:11][CH2:12][NH:13]2)=[CH:6][CH:7]=1. (6) Given the reactants [O:1]=[C:2]1[CH:9]2[CH2:10][C:5]3(C(O)=O)[CH2:6][CH:7]([CH2:11][CH:3]1[CH2:4]3)[CH2:8]2.C([N:17]([CH2:20]C)CC)C.C1(P(N=[N+]=[N-])(C2C=CC=CC=2)=[O:29])C=CC=CC=1.[CH2:39]([OH:46])[C:40]1[CH:45]=[CH:44][CH:43]=[CH:42][CH:41]=1, predict the reaction product. The product is: [CH2:39]([O:46][C:20](=[O:29])[NH:17][C:5]12[CH2:4][CH:3]3[CH2:11][CH:7]([CH2:8][CH:9]([C:2]3=[O:1])[CH2:10]1)[CH2:6]2)[C:40]1[CH:45]=[CH:44][CH:43]=[CH:42][CH:41]=1. (7) Given the reactants [CH3:1][C:2]([C:4]1[CH:9]=[CH:8][CH:7]=[C:6]([Cl:10])[CH:5]=1)=[O:3].[CH2:11]=O.Cl.[CH3:14][NH:15][CH3:16].Cl, predict the reaction product. The product is: [Cl:10][C:6]1[CH:5]=[C:4]([C:2](=[O:3])[CH2:1][CH2:14][N:15]([CH3:11])[CH3:16])[CH:9]=[CH:8][CH:7]=1.